Predict which catalyst facilitates the given reaction. From a dataset of Catalyst prediction with 721,799 reactions and 888 catalyst types from USPTO. (1) Reactant: [C:1]([O:5][C:6]([N:8]1[CH2:20][C@@H:19]([CH3:21])[N:18]2[C@H:10]([CH2:11][C:12]3[C:17]2=[N:16][C:15]([CH2:22]Br)=[C:14]([Br:24])[CH:13]=3)[CH2:9]1)=[O:7])([CH3:4])([CH3:3])[CH3:2].NC(N)=[S:27].[OH-].[Na+]. Product: [C:1]([O:5][C:6]([N:8]1[CH2:20][C@@H:19]([CH3:21])[N:18]2[C@H:10]([CH2:11][C:12]3[C:17]2=[N:16][C:15]([CH2:22][SH:27])=[C:14]([Br:24])[CH:13]=3)[CH2:9]1)=[O:7])([CH3:4])([CH3:3])[CH3:2]. The catalyst class is: 8. (2) Reactant: [NH2:1][C:2]1[CH:7]=[CH:6][C:5]([C:8]([N:10]2[CH2:15][CH2:14][NH:13][C:12]([CH3:17])([CH3:16])[CH2:11]2)=[O:9])=[CH:4][C:3]=1[F:18].[C:19]([NH:23][C:24](=[O:33])[C:25]1[CH:30]=[CH:29][CH:28]=[C:27]([CH2:31]Cl)[CH:26]=1)([CH3:22])([CH3:21])[CH3:20].C(N(CC)CC)C.[I-].[Na+]. Product: [NH2:1][C:2]1[CH:7]=[CH:6][C:5]([C:8]([N:10]2[CH2:15][CH2:14][N:13]([CH2:31][C:27]3[CH:26]=[C:25]([CH:30]=[CH:29][CH:28]=3)[C:24]([NH:23][C:19]([CH3:22])([CH3:20])[CH3:21])=[O:33])[C:12]([CH3:16])([CH3:17])[CH2:11]2)=[O:9])=[CH:4][C:3]=1[F:18]. The catalyst class is: 115. (3) Reactant: N(C(C)C)C(C)C.C([Li])CCC.[N:13]1([C:24]([O:26][C:27]([CH3:30])([CH3:29])[CH3:28])=[O:25])[CH2:18][CH2:17][CH:16]([C:19]([O:21][CH2:22][CH3:23])=[O:20])[CH2:15][CH2:14]1.Cl[C:32]([O:34][CH2:35][CH3:36])=[O:33]. Product: [N:13]1([C:24]([O:26][C:27]([CH3:29])([CH3:28])[CH3:30])=[O:25])[CH2:14][CH2:15][C:16]([C:32]([O:34][CH2:35][CH3:36])=[O:33])([C:19]([O:21][CH2:22][CH3:23])=[O:20])[CH2:17][CH2:18]1. The catalyst class is: 295. (4) Reactant: [O:1]=[C:2]([NH:36][CH2:37][CH2:38][O:39][CH2:40][CH2:41][O:42][CH2:43][CH2:44][O:45][CH2:46][CH2:47][O:48][CH2:49][C:50]([O:52]C(C)(C)C)=[O:51])[CH2:3][O:4][C:5]1[CH:10]=[CH:9][C:8]([O:11][CH2:12][CH2:13][O:14][CH2:15][CH2:16][O:17][CH2:18][CH2:19][O:20][CH2:21][CH2:22][CH2:23][CH2:24][CH2:25][CH2:26][CH2:27][CH2:28][CH2:29][CH2:30][CH2:31][S:32]C(=O)C)=[CH:7][CH:6]=1.C(O)(=O)C.NN. Product: [SH:32][CH2:31][CH2:30][CH2:29][CH2:28][CH2:27][CH2:26][CH2:25][CH2:24][CH2:23][CH2:22][CH2:21][O:20][CH2:19][CH2:18][O:17][CH2:16][CH2:15][O:14][CH2:13][CH2:12][O:11][C:8]1[CH:7]=[CH:6][C:5]([O:4][CH2:3][C:2](=[O:1])[NH:36][CH2:37][CH2:38][O:39][CH2:40][CH2:41][O:42][CH2:43][CH2:44][O:45][CH2:46][CH2:47][O:48][CH2:49][C:50]([OH:52])=[O:51])=[CH:10][CH:9]=1. The catalyst class is: 213. (5) Reactant: F[C:2]1[CH:11]=[C:10]([F:12])[CH:9]=[CH:8][C:3]=1[C:4]([O:6][CH3:7])=[O:5].[CH3:13][O-:14].[Na+]. Product: [F:12][C:10]1[CH:9]=[CH:8][C:3]([C:4]([O:6][CH3:7])=[O:5])=[C:2]([O:14][CH3:13])[CH:11]=1. The catalyst class is: 38.